Dataset: Forward reaction prediction with 1.9M reactions from USPTO patents (1976-2016). Task: Predict the product of the given reaction. (1) Given the reactants [Cl:1][C:2]1[C:3]([C:34]2[S:35][C:36]([C:39]3[N:40]=[C:41]4[C:46]([Cl:47])=[CH:45][C:44]([C:48]([F:51])([F:50])[F:49])=[CH:43][N:42]4[CH:52]=3)=[N:37][N:38]=2)=[CH:4][C:5]([F:33])=[C:6]([CH:32]=1)[O:7][CH2:8][CH:9]([NH:24]C(=O)OC(C)(C)C)[CH2:10][O:11][P:12]([O:19]C(C)(C)C)([O:14]C(C)(C)C)=[O:13].Cl, predict the reaction product. The product is: [P:12]([OH:19])([OH:14])([O:11][CH2:10][CH:9]([NH2:24])[CH2:8][O:7][C:6]1[CH:32]=[C:2]([Cl:1])[C:3]([C:34]2[S:35][C:36]([C:39]3[N:40]=[C:41]4[C:46]([Cl:47])=[CH:45][C:44]([C:48]([F:51])([F:50])[F:49])=[CH:43][N:42]4[CH:52]=3)=[N:37][N:38]=2)=[CH:4][C:5]=1[F:33])=[O:13]. (2) Given the reactants [Cl:1][C:2]1[CH:10]=[C:9]2[C:5]([CH2:6][CH2:7][C@@H:8]2[OH:11])=[CH:4][CH:3]=1.[H-].[Na+].[F:14][C:15]1[CH:22]=[CH:21][CH:20]=[C:19](F)[C:16]=1[C:17]#[N:18], predict the reaction product. The product is: [F:14][C:15]1[CH:22]=[CH:21][C:20]([O:11][C@@H:8]2[C:9]3[C:5](=[CH:4][CH:3]=[C:2]([Cl:1])[CH:10]=3)[CH2:6][CH2:7]2)=[CH:19][C:16]=1[C:17]#[N:18]. (3) Given the reactants Cl[C:2]1[C:11]2[C:6](=[CH:7][CH:8]=[C:9]([Cl:12])[CH:10]=2)[N:5]=[CH:4][CH:3]=1.C(OC([N:20]1[CH2:25][CH2:24][NH:23][CH2:22][CH2:21]1)=O)(C)(C)C.FC(F)(F)C(O)=O, predict the reaction product. The product is: [Cl:12][C:9]1[CH:10]=[C:11]2[C:6](=[CH:7][CH:8]=1)[N:5]=[CH:4][CH:3]=[C:2]2[N:20]1[CH2:25][CH2:24][NH:23][CH2:22][CH2:21]1.